This data is from Full USPTO retrosynthesis dataset with 1.9M reactions from patents (1976-2016). The task is: Predict the reactants needed to synthesize the given product. (1) Given the product [NH2:27][C:28]1[O:4][CH2:3][CH:2]([C:5]2[CH:6]=[CH:7][C:8]([NH:11][C:12]([NH:14][C:15]3[CH:16]=[CH:17][C:18]([Cl:21])=[CH:19][CH:20]=3)=[O:13])=[CH:9][CH:10]=2)[N:1]=1, predict the reactants needed to synthesize it. The reactants are: [NH2:1][CH:2]([C:5]1[CH:10]=[CH:9][C:8]([NH:11][C:12]([NH:14][C:15]2[CH:20]=[CH:19][C:18]([Cl:21])=[CH:17][CH:16]=2)=[O:13])=[CH:7][CH:6]=1)[CH2:3][OH:4].C([O-])(=O)C.[Na+].[N:27]#[C:28]Br.N. (2) Given the product [Cl:22][C:18]1[CH:19]=[CH:20][CH:21]=[C:16]([Cl:15])[C:17]=1[N:23]1[CH2:28][CH2:27][N:26]([C:2]2[NH:6][C:5]3[CH:7]=[C:8]([C:11]([F:14])([F:13])[F:12])[CH:9]=[CH:10][C:4]=3[N:3]=2)[CH2:25][CH2:24]1, predict the reactants needed to synthesize it. The reactants are: Cl[C:2]1[NH:6][C:5]2[CH:7]=[C:8]([C:11]([F:14])([F:13])[F:12])[CH:9]=[CH:10][C:4]=2[N:3]=1.[Cl:15][C:16]1[CH:21]=[CH:20][CH:19]=[C:18]([Cl:22])[C:17]=1[N:23]1[CH2:28][CH2:27][NH:26][CH2:25][CH2:24]1.C(N(CC)C(C)C)(C)C.O. (3) Given the product [NH2:1][C:2]1[S:3][C:4]([C:8]([OH:10])=[O:9])=[C:5]([CH3:7])[N:6]=1, predict the reactants needed to synthesize it. The reactants are: [NH2:1][C:2]1[S:3][C:4]([C:8]([O:10]CC)=[O:9])=[C:5]([CH3:7])[N:6]=1.O1CCCC1.[OH-].[Na+]. (4) The reactants are: [OH:1][C@H:2]([CH2:18][N:19]1[CH2:24][CH2:23][O:22][CH2:21][CH2:20]1)[CH2:3][N:4]1[CH2:10][CH2:9][CH2:8][C:7]2[NH:11][C:12]([CH:15]=O)=[C:13]([CH3:14])[C:6]=2[C:5]1=[O:17].[F:25][C:26]1[CH:27]=[C:28]2[C:32](=[CH:33][CH:34]=1)[NH:31][C:30](=[O:35])[CH2:29]2.N1CCCCC1. Given the product [F:25][C:26]1[CH:27]=[C:28]2[C:32](=[CH:33][CH:34]=1)[NH:31][C:30](=[O:35])/[C:29]/2=[CH:15]\[C:12]1[NH:11][C:7]2[CH2:8][CH2:9][CH2:10][N:4]([CH2:3][C@H:2]([OH:1])[CH2:18][N:19]3[CH2:20][CH2:21][O:22][CH2:23][CH2:24]3)[C:5](=[O:17])[C:6]=2[C:13]=1[CH3:14], predict the reactants needed to synthesize it. (5) Given the product [F:12][C:13]([F:26])([F:25])[S:14]([O:11][C:2]1[CH:3]=[CH:4][C:5]2[C:10](=[CH:9][CH:8]=[CH:7][N:6]=2)[N:1]=1)(=[O:16])=[O:15], predict the reactants needed to synthesize it. The reactants are: [NH:1]1[C:10]2[C:5](=[N:6][CH:7]=[CH:8][CH:9]=2)[CH:4]=[CH:3][C:2]1=[O:11].[F:12][C:13]([F:26])([F:25])[S:14](O[S:14]([C:13]([F:26])([F:25])[F:12])(=[O:16])=[O:15])(=[O:16])=[O:15]. (6) Given the product [CH2:13]([O:12][C:10]([N:6]1[CH2:7][CH2:8][N:28]([CH2:27][C@@H:26]([OH:29])[CH2:25][C:24]([O:23][CH3:22])=[O:30])[C:3](=[O:20])[C@@H:4]1[CH3:5])=[O:11])[C:14]1[CH:15]=[CH:16][CH:17]=[CH:18][CH:19]=1, predict the reactants needed to synthesize it. The reactants are: CO[C:3](=[O:20])[C@@H:4]([N:6]([C:10]([O:12][CH2:13][C:14]1[CH:19]=[CH:18][CH:17]=[CH:16][CH:15]=1)=[O:11])[CH2:7][CH:8]=O)[CH3:5].Cl.[CH3:22][O:23][C:24](=[O:30])[CH2:25][C@H:26]([OH:29])[CH2:27][NH2:28]. (7) Given the product [CH3:28][N:29]1[C:6]2[CH2:7][C:2]([CH3:9])([CH3:1])[O:3][CH2:4][C:5]=2[C:21]([C:22]([O:24][CH2:25][CH3:26])=[O:23])=[N:30]1, predict the reactants needed to synthesize it. The reactants are: [CH3:1][C:2]1([CH3:9])[CH2:7][C:6](=O)[CH2:5][CH2:4][O:3]1.C[Si]([N-][Si](C)(C)C)(C)C.[Li+].Cl[C:21](=O)[C:22]([O:24][CH2:25][CH3:26])=[O:23].[CH3:28][NH:29][NH2:30].